Dataset: Forward reaction prediction with 1.9M reactions from USPTO patents (1976-2016). Task: Predict the product of the given reaction. (1) Given the reactants [CH:1]1[C:14]2[NH:13][C:12]3[C:7](=[CH:8][CH:9]=[CH:10][CH:11]=3)[S:6][C:5]=2[CH:4]=[CH:3][CH:2]=1.I[CH2:16][CH3:17].[OH-].[K+], predict the reaction product. The product is: [CH2:16]([N:13]1[C:14]2[CH:1]=[CH:2][CH:3]=[CH:4][C:5]=2[S:6][C:7]2[C:12]1=[CH:11][CH:10]=[CH:9][CH:8]=2)[CH3:17]. (2) The product is: [Cl:18][C:15]1[CH:14]=[CH:13][C:12]([C:4]2[C:5](=[O:29])[NH:10][N:9]3[C:8](=[O:11])[NH:6][N:7]=[C:2]3[C:3]=2[C:19]2[CH:20]=[CH:21][C:22]([Cl:25])=[CH:23][CH:24]=2)=[CH:17][CH:16]=1. Given the reactants Cl[C:2]1[C:3]([C:19]2[CH:24]=[CH:23][C:22]([Cl:25])=[CH:21][CH:20]=2)=[C:4]([C:12]2[CH:17]=[CH:16][C:15]([Cl:18])=[CH:14][CH:13]=2)[C:5]2[N:6]([C:8](=[O:11])[NH:9][N:10]=2)[N:7]=1.C1C[O:29]CC1.C[Si](C)(C)[O-].[K+].Cl, predict the reaction product. (3) Given the reactants C1(P(C2C=CC=CC=2)C2C=CC=CC=2)C=CC=CC=1.[F:20][C:21]1[CH:22]=[C:23]([CH:26]=[CH:27][CH:28]=1)[CH2:24]Br.CO[CH:31](OC)[C:32]1[CH:33]=[C:34]([CH:38]=[CH:39][C:40]=1[O:41][CH3:42])[C:35](O)=[O:36].C[O-].[Na+].C[N:49](C)C=O, predict the reaction product. The product is: [F:20][C:21]1[CH:22]=[C:23](/[CH:24]=[CH:31]/[C:32]2[CH:33]=[C:34]([CH:38]=[CH:39][C:40]=2[O:41][CH3:42])[C:35]([NH2:49])=[O:36])[CH:26]=[CH:27][CH:28]=1. (4) Given the reactants [CH3:1][CH:2]1[C:7]([CH3:9])([OH:8])[CH:6]([OH:10])[CH:5]=[C:4]([C:11]2[CH:16]=[CH:15][N:14]=[CH:13][C:12]=2[N+:17]([O-:19])=[O:18])[O:3]1.N1C=CN=C1.[C:25]([Si:29](Cl)([CH3:31])[CH3:30])([CH3:28])([CH3:27])[CH3:26], predict the reaction product. The product is: [Si:29]([O:10][CH:6]1[CH:5]=[C:4]([C:11]2[CH:16]=[CH:15][N:14]=[CH:13][C:12]=2[N+:17]([O-:19])=[O:18])[O:3][CH:2]([CH3:1])[C:7]1([CH3:9])[OH:8])([C:25]([CH3:28])([CH3:27])[CH3:26])([CH3:31])[CH3:30]. (5) Given the reactants [Cl:1][C:2]1[CH:7]=[CH:6][C:5]([N:8]=[C:9]=[O:10])=[CH:4][CH:3]=1.[N:11]1([C:16]2[CH:17]=[C:18]([CH:20]=[CH:21][CH:22]=2)[NH2:19])[CH:15]=[CH:14][CH:13]=[CH:12]1, predict the reaction product. The product is: [Cl:1][C:2]1[CH:7]=[CH:6][C:5]([NH:8][C:9]([NH:19][C:18]2[CH:20]=[CH:21][CH:22]=[C:16]([N:11]3[CH:15]=[CH:14][CH:13]=[CH:12]3)[CH:17]=2)=[O:10])=[CH:4][CH:3]=1. (6) Given the reactants [CH3:1][C:2]1([OH:5])[CH2:4][CH2:3]1.Cl[C:7]1[CH:12]=[C:11]([CH3:13])[C:10]([N+:14]([O-:16])=[O:15])=[CH:9][N:8]=1.C([O-])([O-])=O.[Cs+].[Cs+].C1C=CC(P(C2C(C3C(P(C4C=CC=CC=4)C4C=CC=CC=4)=CC=C4C=3C=CC=C4)=C3C(C=CC=C3)=CC=2)C2C=CC=CC=2)=CC=1, predict the reaction product. The product is: [CH3:13][C:11]1[C:10]([N+:14]([O-:16])=[O:15])=[CH:9][N:8]=[C:7]([O:5][C:2]2([CH3:1])[CH2:4][CH2:3]2)[CH:12]=1.